Dataset: Full USPTO retrosynthesis dataset with 1.9M reactions from patents (1976-2016). Task: Predict the reactants needed to synthesize the given product. (1) Given the product [CH3:11][O:10][C:3]1[CH:4]=[C:5]([CH:8]=[CH:9][C:2]=1[C:18]1[CH:17]=[CH:4][CH:3]=[CH:2][CH:9]=1)[CH:6]=[O:7], predict the reactants needed to synthesize it. The reactants are: O[C:2]1[CH:9]=[CH:8][C:5]([CH:6]=[O:7])=[CH:4][C:3]=1[O:10][CH3:11].C(N([CH2:17][CH3:18])CC)C.FC(F)(F)S(OS(C(F)(F)F)(=O)=O)(=O)=O. (2) Given the product [Cl:1][C:2]1[CH:10]=[CH:9][C:5]2[O:6][CH2:7][O:8][C:4]=2[C:3]=1[N:11]([CH2:12][CH2:13][N:14]([CH3:16])[CH3:15])[C:17]1[CH:22]=[CH:21][N:20]=[C:19]([NH:32][C:31]2[CH:33]=[CH:34][CH:35]=[C:29]([S:26]([CH3:25])(=[O:28])=[O:27])[CH:30]=2)[N:18]=1, predict the reactants needed to synthesize it. The reactants are: [Cl:1][C:2]1[CH:10]=[CH:9][C:5]2[O:6][CH2:7][O:8][C:4]=2[C:3]=1[N:11]([C:17]1[CH:22]=[CH:21][N:20]=[C:19](Cl)[N:18]=1)[CH2:12][CH2:13][N:14]([CH3:16])[CH3:15].Cl.[CH3:25][S:26]([C:29]1[CH:30]=[C:31]([CH:33]=[CH:34][CH:35]=1)[NH2:32])(=[O:28])=[O:27]. (3) Given the product [CH:1]1([O:4][C:5]2[CH:6]=[C:7]([C:15]3[NH:24][C:18]4[CH:19]=[N:20][NH:21][C:22](=[O:23])[C:17]=4[C:16]=3[C:33]#[CH:34])[CH:8]=[CH:9][C:10]=2[O:11][CH:12]([F:13])[F:14])[CH2:2][CH2:3]1, predict the reactants needed to synthesize it. The reactants are: [CH:1]1([O:4][C:5]2[CH:6]=[C:7]([C:15]3[N:24](COCC[Si](C)(C)C)[C:18]4[CH:19]=[N:20][NH:21][C:22](=[O:23])[C:17]=4[C:16]=3[C:33]#[C:34][Si](CC)(CC)CC)[CH:8]=[CH:9][C:10]=2[O:11][CH:12]([F:14])[F:13])[CH2:3][CH2:2]1.C1(OC2C=C(C3N(COCC[Si](C)(C)C)C4C=NN(COCC[Si](C)(C)C)C(=O)C=4C=3C)C=CC=2OC(F)F)CC1. (4) Given the product [NH2:11][C:9]1[N:8]=[C:7]2[C:3]([N:4]=[CH:5][N:6]2[C:17]([C:16]2[CH:20]=[C:21]([O:25][CH3:26])[C:22]([O:23][CH3:24])=[C:14]([O:13][CH3:12])[CH:15]=2)=[O:18])=[C:2]([Cl:1])[N:10]=1, predict the reactants needed to synthesize it. The reactants are: [Cl:1][C:2]1[N:10]=[C:9]([NH2:11])[N:8]=[C:7]2[C:3]=1[N:4]=[CH:5][NH:6]2.[CH3:12][O:13][C:14]1[CH:15]=[C:16]([CH:20]=[C:21]([O:25][CH3:26])[C:22]=1[O:23][CH3:24])[C:17](Cl)=[O:18]. (5) Given the product [Cl:1][C:2]1[CH:7]=[CH:6][CH:5]=[CH:4][C:3]=1[C:8]1[N:13]=[C:12]2[O:14][C:15]([C:19](=[O:24])[C:20]([CH3:23])([CH3:22])[CH3:21])=[C:16]([C:17]([O:36][CH3:35])=[O:18])[C:11]2=[CH:10][C:9]=1[C:25]1[CH:30]=[CH:29][C:28]([Cl:31])=[CH:27][CH:26]=1, predict the reactants needed to synthesize it. The reactants are: [Cl:1][C:2]1[CH:7]=[CH:6][CH:5]=[CH:4][C:3]=1[C:8]1[N:13]=[C:12]2[O:14][C:15]([C:19](=[O:24])[C:20]([CH3:23])([CH3:22])[CH3:21])=[C:16]([CH:17]=[O:18])[C:11]2=[CH:10][C:9]=1[C:25]1[CH:30]=[CH:29][C:28]([Cl:31])=[CH:27][CH:26]=1.[C-]#N.[Na+].[CH3:35][OH:36]. (6) Given the product [C:27]([O:11][CH2:10]/[CH:9]=[C:7](\[CH3:8])/[CH2:6][CH2:5][CH:4]=[C:2]([CH3:1])[CH3:3])(=[O:28])/[CH:21]=[CH:26]/[CH:25]1[CH:36]=[CH:34][C:33]([OH:32])=[CH:23][CH2:24]1, predict the reactants needed to synthesize it. The reactants are: [CH3:1][C:2](=[CH:4][CH2:5][CH2:6]/[C:7](=[CH:9]/[CH2:10][OH:11])/[CH3:8])[CH3:3].[CH:25]1(N=C=N[CH:21]2[CH2:26][CH2:25][CH2:24][CH2:23]C2)[CH2:26][CH2:21]C[CH2:23][CH2:24]1.[CH3:27][O:28][Na].C([O:32][CH2:33][CH3:34])C.Cl[CH2:36]Cl. (7) Given the product [C:37]([NH:28][NH:29][C:11]1[C@H:10]([CH2:22][C:23]([O:25][CH3:26])=[O:24])[N:9]=[C:8]([C:5]2[CH:6]=[CH:7][C:2]([Cl:1])=[CH:3][CH:4]=2)[C:14]2[CH:15]=[C:16]([O:19][CH3:20])[CH:17]=[CH:18][C:13]=2[N:12]=1)(=[O:38])[CH3:39], predict the reactants needed to synthesize it. The reactants are: [Cl:1][C:2]1[CH:7]=[CH:6][C:5]([C:8]2[C:14]3[CH:15]=[C:16]([O:19][CH3:20])[CH:17]=[CH:18][C:13]=3[NH:12][C:11](=S)[C@H:10]([CH2:22][C:23]([O:25][CH3:26])=[O:24])[N:9]=2)=[CH:4][CH:3]=1.O.[NH2:28][NH2:29].CCN(CC)CC.[C:37](Cl)([CH3:39])=[O:38].